Dataset: Forward reaction prediction with 1.9M reactions from USPTO patents (1976-2016). Task: Predict the product of the given reaction. (1) Given the reactants Cl[C:2]1[N:11]=[C:10]([NH:12][CH2:13][CH:14]([C:21]2[CH:26]=[CH:25][CH:24]=[CH:23][CH:22]=2)[C:15]2[CH:20]=[CH:19][CH:18]=[CH:17][CH:16]=2)[C:9]2[C:4](=[CH:5][CH:6]=[CH:7][CH:8]=2)[N:3]=1.[CH2:27]1[C:36]2[C:31](=[CH:32][CH:33]=[CH:34][CH:35]=2)[CH2:30][CH2:29][NH:28]1.C(Cl)(Cl)Cl.CO, predict the reaction product. The product is: [CH2:27]1[C:36]2[C:31](=[CH:32][CH:33]=[CH:34][CH:35]=2)[CH2:30][CH2:29][N:28]1[C:2]1[N:11]=[C:10]([NH:12][CH2:13][CH:14]([C:21]2[CH:26]=[CH:25][CH:24]=[CH:23][CH:22]=2)[C:15]2[CH:16]=[CH:17][CH:18]=[CH:19][CH:20]=2)[C:9]2[C:4](=[CH:5][CH:6]=[CH:7][CH:8]=2)[N:3]=1. (2) Given the reactants [CH2:1]([O:3][P:4]([O:9]CC)([O:6]CC)=[O:5])[CH3:2].[OH-].[Na+].O.S([O-])([O-])(=O)=O.[Al+3:20].S([O-])([O-])(=O)=O.S([O-])([O-])(=O)=O.[Al+3], predict the reaction product. The product is: [CH2:1]([O:3][P:4]([O-:9])([O-:6])=[O:5])[CH3:2].[Al+3:20].[CH2:1]([O:3][P:4]([O-:9])([O-:6])=[O:5])[CH3:2].[CH2:1]([O:3][P:4]([O-:9])([O-:6])=[O:5])[CH3:2].[Al+3:20]. (3) Given the reactants [C:1]([O:5][C:6]([NH:8][CH2:9][CH2:10][O:11][C:12]1[CH:17]=[CH:16][C:15]([CH2:18][CH:19]([OH:24])[C:20]([O:22][CH3:23])=[O:21])=[CH:14][CH:13]=1)=[O:7])([CH3:4])([CH3:3])[CH3:2].[CH3:25][S:26]([C:29]1[CH:34]=[CH:33][C:32](O)=[CH:31][CH:30]=1)(=[O:28])=[O:27].C(P(CCCC)CCCC)CCC.N(C(N1CCCCC1)=O)=NC(N1CCCCC1)=O, predict the reaction product. The product is: [C:1]([O:5][C:6]([NH:8][CH2:9][CH2:10][O:11][C:12]1[CH:13]=[CH:14][C:15]([CH2:18][CH:19]([O:24][C:32]2[CH:33]=[CH:34][C:29]([S:26]([CH3:25])(=[O:28])=[O:27])=[CH:30][CH:31]=2)[C:20]([O:22][CH3:23])=[O:21])=[CH:16][CH:17]=1)=[O:7])([CH3:3])([CH3:4])[CH3:2]. (4) Given the reactants C(N(CC)C(C)C)(C)C.[Br:10][C:11]1[CH:12]=[C:13]2[C:18](=[CH:19][CH:20]=1)[N:17]([C:21](=[O:23])[CH3:22])[C@@H:16]([CH3:24])[CH2:15][NH:14]2.Cl[C:26]([O:28][CH:29]([CH3:31])[CH3:30])=[O:27], predict the reaction product. The product is: [C:21]([N:17]1[C:18]2[C:13](=[CH:12][C:11]([Br:10])=[CH:20][CH:19]=2)[N:14]([C:26]([O:28][CH:29]([CH3:31])[CH3:30])=[O:27])[CH2:15][C@@H:16]1[CH3:24])(=[O:23])[CH3:22]. (5) Given the reactants C(O[C:5]1[N:10]=[C:9]([C:11]([N:13]2[CH2:18][CH2:17][N:16]([C:19]([O:21][C:22]([CH3:25])([CH3:24])[CH3:23])=[O:20])[CH2:15][CH2:14]2)=[O:12])[C:8](C)=[CH:7][CH:6]=1)(=O)C.[OH-:27].[K+].[CH3:29]O, predict the reaction product. The product is: [OH:27][CH2:29][C:5]1[N:10]=[C:9]([C:11]([N:13]2[CH2:14][CH2:15][N:16]([C:19]([O:21][C:22]([CH3:23])([CH3:24])[CH3:25])=[O:20])[CH2:17][CH2:18]2)=[O:12])[CH:8]=[CH:7][CH:6]=1. (6) Given the reactants Cl[C:2]1[S:6][N:5]=[C:4]([S:7][CH3:8])[N:3]=1.[N:9]1[CH:14]=[CH:13][C:12]([CH2:15][OH:16])=[N:11][CH:10]=1.[H-].[Na+].[Cl-].[Na+], predict the reaction product. The product is: [N:9]1[CH:14]=[CH:13][C:12]([CH2:15][O:16][C:2]2[S:6][N:5]=[C:4]([S:7][CH3:8])[N:3]=2)=[N:11][CH:10]=1.